This data is from Reaction yield outcomes from USPTO patents with 853,638 reactions. The task is: Predict the reaction yield, written as a fraction of the theoretical maximum amount of product (1.0 means a 100% yield; for example, 0.34 means a 34% yield). (1) The reactants are [CH3:1][C:2]1([CH3:17])[C:13]2[C:14]3[N:5]([C:6](=[O:16])[C:7](=[O:15])[NH:8][C:9]=3[CH:10]=[CH:11][CH:12]=2)[CH2:4][CH2:3]1.C(=O)([O-])[O-].[Cs+].[Cs+].[CH2:24](Br)[CH:25]=[CH:26][CH3:27].O. The catalyst is CN(C=O)C. The product is [CH2:24]([N:8]1[C:9]2[CH:10]=[CH:11][CH:12]=[C:13]3[C:2]([CH3:17])([CH3:1])[CH2:3][CH2:4][N:5]([C:14]=23)[C:6](=[O:16])[C:7]1=[O:15])/[CH:25]=[CH:26]/[CH3:27]. The yield is 0.830. (2) The reactants are [NH2:1][C:2]1[N:7]=[CH:6][N:5]=[C:4]2[N:8]([CH:25]([C:27]3[O:28][C:29](=[O:43])[C:30]4[C:35]([C:36]=3[C:37]3[CH:42]=[CH:41][CH:40]=[CH:39][CH:38]=3)=[CH:34][CH:33]=[CH:32][CH:31]=4)[CH3:26])[N:9]=[C:10]([C:11]3[CH:12]=[N:13][CH:14]=[C:15]([O:17][Si](C(C)(C)C)(C)C)[CH:16]=3)[C:3]=12.[ClH:44]. The catalyst is CCO. The product is [ClH:44].[NH2:1][C:2]1[N:7]=[CH:6][N:5]=[C:4]2[N:8]([CH:25]([C:27]3[O:28][C:29](=[O:43])[C:30]4[C:35]([C:36]=3[C:37]3[CH:42]=[CH:41][CH:40]=[CH:39][CH:38]=3)=[CH:34][CH:33]=[CH:32][CH:31]=4)[CH3:26])[N:9]=[C:10]([C:11]3[CH:12]=[N:13][CH:14]=[C:15]([OH:17])[CH:16]=3)[C:3]=12. The yield is 0.510. (3) The reactants are [CH3:1][NH:2][CH3:3].[N+:4]([C:7]1[CH:12]=[CH:11][C:10]([S:13](Cl)(=[O:15])=[O:14])=[CH:9][CH:8]=1)([O-:6])=[O:5]. The catalyst is CO. The product is [CH3:1][N:2]([CH3:3])[S:13]([C:10]1[CH:9]=[CH:8][C:7]([N+:4]([O-:6])=[O:5])=[CH:12][CH:11]=1)(=[O:14])=[O:15]. The yield is 0.940. (4) The reactants are [CH3:1][N:2]1[CH2:7][CH2:6][CH:5]([C:8]2[CH:9]=[CH:10][C:11]([NH2:14])=[N:12][CH:13]=2)[CH2:4][CH2:3]1.Br[C:16]1[C:17](=[O:24])[N:18]([CH3:23])[CH:19]=[C:20]([Br:22])[CH:21]=1.C(=O)([O-])[O-].[Cs+].[Cs+].CC1(C)C2C(=C(P(C3C=CC=CC=3)C3C=CC=CC=3)C=CC=2)OC2C(P(C3C=CC=CC=3)C3C=CC=CC=3)=CC=CC1=2. The catalyst is C1C=CC(/C=C/C(/C=C/C2C=CC=CC=2)=O)=CC=1.C1C=CC(/C=C/C(/C=C/C2C=CC=CC=2)=O)=CC=1.C1C=CC(/C=C/C(/C=C/C2C=CC=CC=2)=O)=CC=1.[Pd].[Pd].O1CCOCC1. The product is [Br:22][C:20]1[CH:21]=[C:16]([NH:14][C:11]2[CH:10]=[CH:9][C:8]([CH:5]3[CH2:6][CH2:7][N:2]([CH3:1])[CH2:3][CH2:4]3)=[CH:13][N:12]=2)[C:17](=[O:24])[N:18]([CH3:23])[CH:19]=1. The yield is 0.500. (5) The reactants are Br[C:2]1[CH:7]=[CH:6][C:5]([C:8]2[NH:12][C:11]([C@@H:13]3[CH2:17][C@H:16]([CH3:18])[CH2:15][N:14]3[C:19]([O:21][C:22]([CH3:25])([CH3:24])[CH3:23])=[O:20])=[N:10][CH:9]=2)=[CH:4][CH:3]=1.[CH3:26][C:27]1([CH3:43])[C:31]([CH3:33])([CH3:32])[O:30][B:29]([B:29]2[O:30][C:31]([CH3:33])([CH3:32])[C:27]([CH3:43])([CH3:26])[O:28]2)[O:28]1.C([O-])(=O)C.[K+]. The catalyst is O1CCOCC1.C1C=CC([P]([Pd]([P](C2C=CC=CC=2)(C2C=CC=CC=2)C2C=CC=CC=2)([P](C2C=CC=CC=2)(C2C=CC=CC=2)C2C=CC=CC=2)[P](C2C=CC=CC=2)(C2C=CC=CC=2)C2C=CC=CC=2)(C2C=CC=CC=2)C2C=CC=CC=2)=CC=1. The product is [CH3:18][C@@H:16]1[CH2:15][N:14]([C:19]([O:21][C:22]([CH3:25])([CH3:24])[CH3:23])=[O:20])[C@H:13]([C:11]2[NH:12][C:8]([C:5]3[CH:6]=[CH:7][C:2]([B:29]4[O:30][C:31]([CH3:33])([CH3:32])[C:27]([CH3:43])([CH3:26])[O:28]4)=[CH:3][CH:4]=3)=[CH:9][N:10]=2)[CH2:17]1. The yield is 0.970. (6) The reactants are [C:1]12([C:11]3[CH:16]=[CH:15][C:14]([OH:17])=[CH:13][CH:12]=3)[CH2:10][CH:5]3[CH2:6][CH:7]([CH2:9][CH:3]([CH2:4]3)[CH2:2]1)[CH2:8]2.C(=O)([O-])[O-].[K+].[K+].Br[CH2:25][CH2:26][CH2:27][C:28]([O:30][CH2:31][CH3:32])=[O:29]. The catalyst is CN(C)C=O.C(OCC)(=O)C. The product is [C:1]12([C:11]3[CH:12]=[CH:13][C:14]([O:17][CH2:25][CH2:26][CH2:27][C:28]([O:30][CH2:31][CH3:32])=[O:29])=[CH:15][CH:16]=3)[CH2:8][CH:7]3[CH2:9][CH:3]([CH2:4][CH:5]([CH2:6]3)[CH2:10]1)[CH2:2]2. The yield is 0.900.